Dataset: Cav3 T-type calcium channel HTS with 100,875 compounds. Task: Binary Classification. Given a drug SMILES string, predict its activity (active/inactive) in a high-throughput screening assay against a specified biological target. (1) The molecule is Clc1ccc(c2n(OCc3ccccc3)c3c(n2)cccc3)cc1. The result is 0 (inactive). (2) The compound is Clc1cc(NC(=O)COC(=O)CCNC(=O)C)c(OC)cc1. The result is 0 (inactive). (3) The molecule is OC(=O)CCc1n(c(cc1)c1ccccc1)CC=C. The result is 0 (inactive). (4) The compound is O(c1ncnc(n2nc(cc2C)C)c1)c1ccccc1. The result is 0 (inactive). (5) The drug is O1CCN(CC1)c1nc(N2CCN(CC2)C)cc(n1)C. The result is 0 (inactive). (6) The molecule is Clc1ccc(N2C(=O)C(SCCc3[nH]c4c(n3)cccc4)CC2=O)cc1. The result is 1 (active). (7) The drug is S(c1n(N)c(nn1)c1ccc(cc1)C)C(C)C#N. The result is 0 (inactive).